From a dataset of Catalyst prediction with 721,799 reactions and 888 catalyst types from USPTO. Predict which catalyst facilitates the given reaction. (1) Reactant: [NH:1]1[C@H:15]2[C@H:5]([CH2:6][CH2:7][CH2:8][C:9]3[C:10]2=[N:11][CH:12]=[CH:13][CH:14]=3)[CH2:4][CH2:3][CH2:2]1.C(=O)([O-])[O-].[K+].[K+].Cl[CH2:23][C:24]1[N:25]=[C:26]2[CH:31]=[CH:30][CH:29]=[C:28]([F:32])[N:27]2[CH:33]=1.[I-].[K+]. Product: [F:32][C:28]1[N:27]2[CH:33]=[C:24]([CH2:23][N:11]3[C@H:10]4[C@H:9]([CH2:8][CH2:7][CH2:6][C:5]5[C:15]4=[N:1][CH:2]=[CH:3][CH:4]=5)[CH2:14][CH2:13][CH2:12]3)[N:25]=[C:26]2[CH:31]=[CH:30][CH:29]=1. The catalyst class is: 10. (2) Reactant: [CH3:1][CH:2]([N:19]1[CH:23]=[C:22]([C:24]2[C:25]3[CH:32]=[CH:31][N:30](COCC[Si](C)(C)C)[C:26]=3[N:27]=[CH:28][N:29]=2)[CH:21]=[N:20]1)[CH2:3][N:4]1[CH2:9][CH2:8][N:7]([S:10]([C:13]2[CH:17]=[CH:16][N:15]([CH3:18])[N:14]=2)(=[O:12])=[O:11])[CH2:6][CH2:5]1.F[B-](F)(F)F.[Li+].[OH-].[NH4+]. Product: [CH3:1][CH:2]([N:19]1[CH:23]=[C:22]([C:24]2[C:25]3[CH:32]=[CH:31][NH:30][C:26]=3[N:27]=[CH:28][N:29]=2)[CH:21]=[N:20]1)[CH2:3][N:4]1[CH2:5][CH2:6][N:7]([S:10]([C:13]2[CH:17]=[CH:16][N:15]([CH3:18])[N:14]=2)(=[O:12])=[O:11])[CH2:8][CH2:9]1. The catalyst class is: 47. (3) Product: [OH:9][C:10]1[CH:15]=[CH:14][C:13]([C:16]([F:17])([F:18])[F:19])=[CH:12][C:11]=1[C:20]([C:22]1[CH:27]=[CH:26][CH:25]=[CH:24][CH:23]=1)=[O:21]. Reactant: Cl.N1C=CC=CC=1.C[O:9][C:10]1[CH:15]=[CH:14][C:13]([C:16]([F:19])([F:18])[F:17])=[CH:12][C:11]=1[C:20]([C:22]1[CH:27]=[CH:26][CH:25]=[CH:24][CH:23]=1)=[O:21]. The catalyst class is: 33. (4) Reactant: [OH:1][C:2]1[CH:9]=[CH:8][C:7]([O:10][CH3:11])=[CH:6][C:3]=1[CH:4]=[O:5].C(=O)([O-])[O-].[Cs+].[Cs+].Br[CH2:19][CH2:20][O:21][CH2:22][C:23]1[CH:28]=[CH:27][CH:26]=[CH:25][CH:24]=1. Product: [CH2:22]([O:21][CH2:20][CH2:19][O:1][C:2]1[CH:9]=[CH:8][C:7]([O:10][CH3:11])=[CH:6][C:3]=1[CH:4]=[O:5])[C:23]1[CH:28]=[CH:27][CH:26]=[CH:25][CH:24]=1. The catalyst class is: 3.